This data is from Reaction yield outcomes from USPTO patents with 853,638 reactions. The task is: Predict the reaction yield, written as a fraction of the theoretical maximum amount of product (1.0 means a 100% yield; for example, 0.34 means a 34% yield). (1) The reactants are [Cl:1][C:2]1[CH:3]=[C:4]([OH:17])[CH:5]=[C:6]([B:8]2[O:12][C:11]([CH3:14])([CH3:13])[C:10]([CH3:16])([CH3:15])[O:9]2)[CH:7]=1.[H-].[Na+].I[CH3:21].[Cl-].[NH4+]. The catalyst is O1CCCC1. The product is [Cl:1][C:2]1[CH:7]=[C:6]([B:8]2[O:12][C:11]([CH3:13])([CH3:14])[C:10]([CH3:16])([CH3:15])[O:9]2)[CH:5]=[C:4]([O:17][CH3:21])[CH:3]=1. The yield is 0.900. (2) The reactants are [C:1]([NH:4][C@@H:5]([CH2:10][C:11]1[CH:16]=[CH:15][C:14]([Sn](C)(C)C)=[CH:13][CH:12]=1)[C:6]([O:8][CH3:9])=[O:7])(=[O:3])[CH3:2].Br[C:22]1[C:23]2[C:28]([CH:29]=[C:30]3[C:35]=1[CH:34]=[CH:33][CH:32]=[CH:31]3)=[CH:27][CH:26]=[CH:25][CH:24]=2.C1(C)C=CC=CC=1P(C1C=CC=CC=1C)C1C=CC=CC=1C.N#N. The catalyst is CN(C=O)C.C(OCC)C.C([O-])(=O)C.[Pd+2].C([O-])(=O)C.CO.C(Cl)Cl. The product is [C:1]([NH:4][C@@H:5]([CH2:10][C:11]1[CH:16]=[CH:15][C:14]([C:22]2[C:35]3[C:30]([CH:29]=[C:28]4[C:23]=2[CH:24]=[CH:25][CH:26]=[CH:27]4)=[CH:31][CH:32]=[CH:33][CH:34]=3)=[CH:13][CH:12]=1)[C:6]([O:8][CH3:9])=[O:7])(=[O:3])[CH3:2]. The yield is 0.670. (3) The reactants are [C:1]([S:4][CH:5]([CH2:10][C:11]1[CH:16]=[CH:15][CH:14]=[CH:13][CH:12]=1)[CH2:6][C:7]([OH:9])=[O:8])(=[O:3])[CH3:2].C(Cl)CCl.[CH2:21](O)[C:22]1[CH:27]=[CH:26][CH:25]=[CH:24][CH:23]=1. The catalyst is C(Cl)Cl.CN(C1C=CN=CC=1)C. The product is [CH2:21]([O:8][C:7](=[O:9])[CH2:6][CH:5]([S:4][C:1](=[O:3])[CH3:2])[CH2:10][C:11]1[CH:12]=[CH:13][CH:14]=[CH:15][CH:16]=1)[C:22]1[CH:27]=[CH:26][CH:25]=[CH:24][CH:23]=1. The yield is 0.700. (4) The reactants are [F:1][C:2]1[CH:7]=[C:6]([O:8][CH3:9])[C:5]([N+:10]([O-])=O)=[CH:4][C:3]=1[CH3:13]. The catalyst is C(O)C.[Pd]. The product is [F:1][C:2]1[C:3]([CH3:13])=[CH:4][C:5]([NH2:10])=[C:6]([O:8][CH3:9])[CH:7]=1. The yield is 0.990. (5) The reactants are [C:1]([C:3]([NH:27][C:28](=[O:40])[C:29]1[CH:34]=[CH:33][C:32]([O:35][C:36]([F:39])([F:38])[F:37])=[CH:31][CH:30]=1)([CH3:26])[CH2:4][O:5][C:6]1[CH:11]=[CH:10][C:9]([CH:12]=[O:13])=[C:8]([B:14]2[O:18]C(C)(C)C(C)(C)O2)[C:7]=1[CH2:23][CH2:24][CH3:25])#[N:2].[BH4-].[Na+]. The catalyst is CO. The product is [C:1]([C:3]([NH:27][C:28](=[O:40])[C:29]1[CH:34]=[CH:33][C:32]([O:35][C:36]([F:39])([F:38])[F:37])=[CH:31][CH:30]=1)([CH3:26])[CH2:4][O:5][C:6]1[CH:11]=[CH:10][C:9]2[CH2:12][O:13][B:14]([OH:18])[C:8]=2[C:7]=1[CH2:23][CH2:24][CH3:25])#[N:2]. The yield is 0.330.